From a dataset of Forward reaction prediction with 1.9M reactions from USPTO patents (1976-2016). Predict the product of the given reaction. (1) Given the reactants [CH3:1][C:2]([CH3:35])([CH3:34])[C:3]([NH:5][C:6]1[C:11]([CH2:12][C:13]2[CH:18]=[C:17]([O:19][CH3:20])[C:16]([O:21][CH3:22])=[C:15]([O:23]C)[C:14]=2[CH:25]=[O:26])=[CH:10][N:9]=[C:8]([NH:27][C:28](=[O:33])[C:29]([CH3:32])([CH3:31])[CH3:30])[N:7]=1)=[O:4].[Al+3].[Cl-].[Cl-].[Cl-].[Na+].[I-].C(#N)C, predict the reaction product. The product is: [CH3:1][C:2]([CH3:35])([CH3:34])[C:3]([NH:5][C:6]1[C:11]([CH2:12][C:13]2[CH:18]=[C:17]([O:19][CH3:20])[C:16]([O:21][CH3:22])=[C:15]([OH:23])[C:14]=2[CH:25]=[O:26])=[CH:10][N:9]=[C:8]([NH:27][C:28](=[O:33])[C:29]([CH3:32])([CH3:31])[CH3:30])[N:7]=1)=[O:4]. (2) The product is: [CH2:1]([O:8][C:9]1[CH:10]=[CH:11][C:12]2[C:13]3[N:21]([NH:22][CH:23]([CH3:25])[CH3:24])[C:20]([CH2:26][O:27][CH2:28][CH3:29])=[N:19][C:14]=3[CH:15]=[N:16][C:17]=2[CH:18]=1)[C:2]1[CH:3]=[CH:4][CH:5]=[CH:6][CH:7]=1. Given the reactants [CH2:1]([O:8][C:9]1[CH:10]=[CH:11][C:12]2[C:13]3[N:21]([N:22]=[C:23]([CH3:25])[CH3:24])[C:20]([CH2:26][O:27][CH2:28][CH3:29])=[N:19][C:14]=3[CH:15]=[N:16][C:17]=2[CH:18]=1)[C:2]1[CH:7]=[CH:6][CH:5]=[CH:4][CH:3]=1.[BH4-].[Na+], predict the reaction product. (3) Given the reactants [O:1]1[CH:5]=[CH:4][C:3](B2OC(C)(C)C(C)(C)O2)=[CH:2]1.Br[C:16]1[C:24]2[N:23]=[C:22]([C:25]3([C:38]#[N:39])[CH2:30][CH2:29][N:28]([C:31]([O:33][C:34]([CH3:37])([CH3:36])[CH3:35])=[O:32])[CH2:27][CH2:26]3)[N:21]([S:40](=[O:45])(=[O:44])[N:41]([CH3:43])[CH3:42])[C:20]=2[CH:19]=[C:18]([Cl:46])[CH:17]=1, predict the reaction product. The product is: [Cl:46][C:18]1[CH:17]=[C:16]([C:3]2[CH:4]=[CH:5][O:1][CH:2]=2)[C:24]2[N:23]=[C:22]([C:25]3([C:38]#[N:39])[CH2:26][CH2:27][N:28]([C:31]([O:33][C:34]([CH3:37])([CH3:36])[CH3:35])=[O:32])[CH2:29][CH2:30]3)[N:21]([S:40](=[O:45])(=[O:44])[N:41]([CH3:43])[CH3:42])[C:20]=2[CH:19]=1. (4) Given the reactants [Br:1][C:2]1[C:9]([CH3:10])=[CH:8][C:5]([C:6]#[N:7])=[C:4]([F:11])[CH:3]=1.S(=O)(=O)(O)[OH:13], predict the reaction product. The product is: [Br:1][C:2]1[C:9]([CH3:10])=[CH:8][C:5]([C:6]([NH2:7])=[O:13])=[C:4]([F:11])[CH:3]=1. (5) The product is: [O:32]=[C:28]1[CH2:29][CH2:30][CH2:31][N:27]1[CH2:26][CH2:25][CH2:24][NH:23][C:2]1[N:7]=[C:6](/[C:8](=[C:11]2\[NH:12][C:13]3[CH:22]=[CH:21][CH:20]=[CH:19][C:14]=3[N:15]\2[CH2:16][CH2:17][CH3:18])/[C:9]#[N:10])[CH:5]=[CH:4][N:3]=1. Given the reactants Cl[C:2]1[N:7]=[C:6]([CH:8]([CH:11]2[N:15]([CH2:16][CH2:17][CH3:18])[C:14]3[CH:19]=[CH:20][CH:21]=[CH:22][C:13]=3[NH:12]2)[C:9]#[N:10])[CH:5]=[CH:4][N:3]=1.[NH2:23][CH2:24][CH2:25][CH2:26][N:27]1[CH2:31][CH2:30][CH2:29][C:28]1=[O:32], predict the reaction product. (6) Given the reactants [CH3:1][O:2][C:3]1[CH:4]=[C:5]2[C:13](=[CH:14][CH:15]=1)[NH:12][C:11]1[C:10]3[CH:16]=[CH:17][CH:18]=[CH:19][C:9]=3[O:8][CH2:7][C:6]2=1.[O:20](C(C)(C)C)[K].O=O, predict the reaction product. The product is: [CH3:1][O:2][C:3]1[CH:4]=[C:5]2[C:13](=[CH:14][CH:15]=1)[NH:12][C:11]1[C:10]3[CH:16]=[CH:17][CH:18]=[CH:19][C:9]=3[O:8][CH:7]([OH:20])[C:6]2=1.